Dataset: Forward reaction prediction with 1.9M reactions from USPTO patents (1976-2016). Task: Predict the product of the given reaction. (1) Given the reactants Br[C:2]1[CH:3]=[N:4][C:5]([C:8]([N:10]2[CH2:15][CH2:14][N:13]([CH2:16][CH:17]3[CH2:19][CH2:18]3)[CH2:12][CH2:11]2)=[O:9])=[N:6][CH:7]=1.[B:20]1(B2OC(C)(C)C(C)(C)O2)[O:24]C(C)(C)C(C)(C)[O:21]1.C([O-])(=O)C.[K+], predict the reaction product. The product is: [CH:17]1([CH2:16][N:13]2[CH2:14][CH2:15][N:10]([C:8]([C:5]3[N:4]=[CH:3][C:2]([B:20]([OH:24])[OH:21])=[CH:7][N:6]=3)=[O:9])[CH2:11][CH2:12]2)[CH2:19][CH2:18]1. (2) Given the reactants C[C:2]1[S:3][C:4]([C:8]([NH:10][NH2:11])=O)=[C:5]([CH3:7])[N:6]=1.Cl.[CH3:13][NH:14][C:15](=NC)[CH2:16][CH2:17][CH2:18][CH:19]=[CH2:20], predict the reaction product. The product is: [CH3:13][N:14]1[C:15]([CH2:16][CH2:17][CH2:18][CH:19]=[CH2:20])=[N:11][N:10]=[C:8]1[C:4]1[S:3][CH:2]=[N:6][C:5]=1[CH3:7]. (3) The product is: [Cl:27][C:6]1[N:5]2[N:4]=[C:3]([C:2]([F:24])([F:23])[F:1])[N:11]=[C:10]2[CH:9]=[C:8]([C:12]2[CH:17]=[CH:16][C:15]([C:18]([F:21])([F:20])[F:19])=[CH:14][CH:13]=2)[N:7]=1. Given the reactants [F:1][C:2]([F:24])([F:23])[C:3]1[N:11]=[C:10]2[N:5]([C:6](O)=[N:7][C:8]([C:12]3[CH:17]=[CH:16][C:15]([C:18]([F:21])([F:20])[F:19])=[CH:14][CH:13]=3)=[CH:9]2)[N:4]=1.P(Cl)(Cl)([Cl:27])=O, predict the reaction product. (4) Given the reactants [Br:1][C:2]1[CH:3]=[C:4]2[C:8](=[CH:9][CH:10]=1)[NH:7][C:6](=[O:11])[CH2:5]2.[N:12]1([CH2:18][CH2:19][O:20][C:21]2[CH:22]=[C:23]3[C:27](=[CH:28][CH:29]=2)[NH:26][C:25]([CH:30]=O)=[CH:24]3)[CH2:17][CH2:16][O:15][CH2:14][CH2:13]1.N1CCCCC1, predict the reaction product. The product is: [Br:1][C:2]1[CH:3]=[C:4]2[C:8](=[CH:9][CH:10]=1)[NH:7][C:6](=[O:11])[C:5]2=[CH:30][C:25]1[NH:26][C:27]2[C:23]([CH:24]=1)=[CH:22][C:21]([O:20][CH2:19][CH2:18][N:12]1[CH2:17][CH2:16][O:15][CH2:14][CH2:13]1)=[CH:29][CH:28]=2. (5) Given the reactants [F:1][C:2]1[CH:7]=[C:6]([CH3:8])[C:5]([CH:9]2[C:13](=[O:14])[CH2:12][CH2:11][C:10]2=[O:15])=[C:4]([CH3:16])[CH:3]=1.[C:17](=O)([O-])[O-].[K+].[K+].IC, predict the reaction product. The product is: [F:1][C:2]1[CH:3]=[C:4]([CH3:16])[C:5]([C:9]2[C:13](=[O:14])[CH2:12][CH2:11][C:10]=2[O:15][CH3:17])=[C:6]([CH3:8])[CH:7]=1. (6) The product is: [CH2:1]([O:4][C@H:5]1[CH2:10][CH2:9][C@H:8]([C:11]([OH:13])=[O:12])[CH2:7][CH2:6]1)[CH2:2][CH3:3]. Given the reactants [CH2:1]([O:4][C@H:5]1[CH2:10][CH2:9][C@H:8]([C:11]([O:13]CC)=[O:12])[CH2:7][CH2:6]1)[CH2:2][CH3:3].[OH-].[Na+], predict the reaction product. (7) Given the reactants [Cl:1][C:2]1[CH:7]=[CH:6][C:5]([N:8]2[C:12]([CH:13]([CH3:15])[CH3:14])=[C:11]([NH:16][C:17]([CH:19]3[N:24]4[C:25]([CH3:32])=[N:26][C:27]([C:28]([F:31])([F:30])[F:29])=[C:23]4[CH:22]=[CH:21][CH2:20]3)=[O:18])[CH:10]=[N:9]2)=[CH:4][CH:3]=1.C(O)(C(F)(F)F)=O, predict the reaction product. The product is: [Cl:1][C:2]1[CH:3]=[CH:4][C:5]([N:8]2[C:12]([CH:13]([CH3:15])[CH3:14])=[C:11]([NH:16][C:17]([CH:19]3[N:24]4[C:25]([CH3:32])=[N:26][C:27]([C:28]([F:31])([F:29])[F:30])=[C:23]4[CH2:22][CH2:21][CH2:20]3)=[O:18])[CH:10]=[N:9]2)=[CH:6][CH:7]=1.